From a dataset of Reaction yield outcomes from USPTO patents with 853,638 reactions. Predict the reaction yield, written as a fraction of the theoretical maximum amount of product (1.0 means a 100% yield; for example, 0.34 means a 34% yield). The reactants are [C:1]([OH:14])(=[O:13])[C:2]1[CH:12]=[C:9]([O:10][CH3:11])[C:7]([OH:8])=[C:4]([O:5][CH3:6])[CH:3]=1.[C:15](OC(=O)C)(=[O:17])[CH3:16]. The catalyst is N1C=CC=CC=1. The product is [C:15]([O:8][C:7]1[C:9]([O:10][CH3:11])=[CH:12][C:2]([C:1]([OH:14])=[O:13])=[CH:3][C:4]=1[O:5][CH3:6])(=[O:17])[CH3:16]. The yield is 0.950.